Dataset: Full USPTO retrosynthesis dataset with 1.9M reactions from patents (1976-2016). Task: Predict the reactants needed to synthesize the given product. (1) Given the product [F:8][C:9]1[C:14]([F:15])=[CH:13][CH:12]=[CH:11][C:10]=1[C:16]1[N:37]=[C:19]2[CH:20]=[N:21][N:22]([CH2:24][C:25]3[O:29][N:28]=[C:27]([C:30]4[CH:35]=[CH:34][C:33]([C:41]#[C:40][C:39]([CH3:43])([CH3:42])[CH3:38])=[CH:32][CH:31]=4)[CH:26]=3)[CH:23]=[C:18]2[N:17]=1, predict the reactants needed to synthesize it. The reactants are: C(N(CC)CC)C.[F:8][C:9]1[C:14]([F:15])=[CH:13][CH:12]=[CH:11][C:10]=1[C:16]1[N:37]=[C:19]2[CH:20]=[N:21][N:22]([CH2:24][C:25]3[O:29][N:28]=[C:27]([C:30]4[CH:35]=[CH:34][C:33](I)=[CH:32][CH:31]=4)[CH:26]=3)[CH:23]=[C:18]2[N:17]=1.[CH3:38][C:39]([CH3:43])([CH3:42])[C:40]#[CH:41]. (2) Given the product [C:5]([O:9][C:10]([N:12]1[CH2:17][CH2:16][CH:15]([C:18]2[NH:19][CH:28]=[C:29]([C:31]3[CH:36]=[CH:35][CH:34]=[C:33]([Cl:37])[CH:32]=3)[N:20]=2)[CH2:14][CH2:13]1)=[O:11])([CH3:8])([CH3:6])[CH3:7], predict the reactants needed to synthesize it. The reactants are: C(O)(=O)C.[C:5]([O:9][C:10]([N:12]1[CH2:17][CH2:16][CH:15]([CH:18]([NH2:20])[NH2:19])[CH2:14][CH2:13]1)=[O:11])([CH3:8])([CH3:7])[CH3:6].C(=O)([O-])[O-].[K+].[K+].Br[CH2:28][C:29]([C:31]1[CH:36]=[CH:35][CH:34]=[C:33]([Cl:37])[CH:32]=1)=O.C(OCC)(=O)C. (3) Given the product [CH2:27]([O:29][C:30](=[O:36])[C:31]([CH3:35])([CH3:34])[CH2:32][NH:33][C:3]([C:5]1[N:6]=[C:7]([C:25]#[N:26])[C:8]2[C:13]([C:14]=1[OH:15])=[CH:12][CH:11]=[C:10]([O:16][C:17]1[CH:22]=[CH:21][CH:20]=[CH:19][C:18]=1[CH2:23][CH3:24])[CH:9]=2)=[O:4])[CH3:28], predict the reactants needed to synthesize it. The reactants are: CO[C:3]([C:5]1[N:6]=[C:7]([C:25]#[N:26])[C:8]2[C:13]([C:14]=1[OH:15])=[CH:12][CH:11]=[C:10]([O:16][C:17]1[CH:22]=[CH:21][CH:20]=[CH:19][C:18]=1[CH2:23][CH3:24])[CH:9]=2)=[O:4].[CH2:27]([O:29][C:30](=[O:36])[C:31]([CH3:35])([CH3:34])[CH2:32][NH2:33])[CH3:28]. (4) Given the product [Cl:1][C:2]1[CH:3]=[C:4](/[C:12](=[N:16]\[O:17][CH:18]2[CH2:19][CH2:20][CH2:21][CH2:22][CH2:23]2)/[C:13]([NH:33][C:34]2[S:35][C:36]([C:39]([NH2:41])=[O:40])=[CH:37][N:38]=2)=[O:14])[CH:5]=[CH:6][C:7]=1[S:8]([CH3:11])(=[O:9])=[O:10], predict the reactants needed to synthesize it. The reactants are: [Cl:1][C:2]1[CH:3]=[C:4](/[C:12](=[N:16]\[O:17][CH:18]2[CH2:23][CH2:22][CH2:21][CH2:20][CH2:19]2)/[C:13](O)=[O:14])[CH:5]=[CH:6][C:7]=1[S:8]([CH3:11])(=[O:10])=[O:9].C(N(CC)C(C)C)(C)C.[NH2:33][C:34]1[S:35][C:36]([C:39]([NH2:41])=[O:40])=[CH:37][N:38]=1.CN(C)C=O. (5) Given the product [F:27][C:26]([F:29])([F:28])[C:24]([OH:30])=[O:25].[F:27][C:26]([F:29])([F:28])[C:24]([OH:30])=[O:25].[Br:22][C:18]1[N:17]=[C:16]([NH:15][C:14]([C@@H:13]2[CH2:12][C@@H:11]3[C@@H:9]([CH2:10]3)[NH:8]2)=[O:23])[CH:21]=[CH:20][CH:19]=1, predict the reactants needed to synthesize it. The reactants are: C(OC([N:8]1[C@H:13]([C:14](=[O:23])[NH:15][C:16]2[CH:21]=[CH:20][CH:19]=[C:18]([Br:22])[N:17]=2)[CH2:12][C@@H:11]2[C@H:9]1[CH2:10]2)=O)(C)(C)C.[C:24]([OH:30])([C:26]([F:29])([F:28])[F:27])=[O:25]. (6) Given the product [CH3:1][CH2:2][CH2:3][CH2:4][CH2:5][CH2:6][CH2:7][CH2:8][CH2:9][CH2:10][CH2:11][CH2:12][CH2:13][N+:14]([CH2:17][C:18]1[CH:19]=[CH:20][CH:21]=[CH:22][CH:23]=1)([CH3:16])[CH3:15].[C:24]([O-:32])(=[O:31])[C:25]1[C:30](=[CH:29][CH:28]=[CH:27][CH:26]=1)[OH:33], predict the reactants needed to synthesize it. The reactants are: [CH3:1][CH2:2][CH2:3][CH2:4][CH2:5][CH2:6][CH2:7][CH2:8][CH2:9][CH2:10][CH2:11][CH2:12][CH2:13][N+:14]([CH2:17][C:18]1[CH:19]=[CH:20][CH:21]=[CH:22][CH:23]=1)([CH3:16])[CH3:15].[C:24]([OH:32])(=[O:31])[C:25]1[CH:30]=[CH:29][CH:28]=[CH:27][CH:26]=1.[OH2:33]. (7) Given the product [CH2:11]([N:18]1[CH2:19][CH:20]2[C:26]([C:7]3[CH:8]=[CH:9][C:4]([F:3])=[CH:5][CH:6]=3)([OH:27])[CH:24]([CH2:23][O:22][CH2:21]2)[CH2:25]1)[C:12]1[CH:13]=[CH:14][CH:15]=[CH:16][CH:17]=1, predict the reactants needed to synthesize it. The reactants are: [Br-].[Mg+2].[F:3][C:4]1[CH:9]=[CH:8][CH:7]=[CH:6][CH:5]=1.[Br-].[CH2:11]([N:18]1[CH2:25][C@H:24]2[C:26](=[O:27])[C@H:20]([CH2:21][O:22][CH2:23]2)[CH2:19]1)[C:12]1[CH:17]=[CH:16][CH:15]=[CH:14][CH:13]=1.O.[OH-].[Na+].